The task is: Predict the reaction yield, written as a fraction of the theoretical maximum amount of product (1.0 means a 100% yield; for example, 0.34 means a 34% yield).. This data is from Reaction yield outcomes from USPTO patents with 853,638 reactions. (1) The reactants are [NH2:1][C:2]1[C:11]2[C:6](=[CH:7][CH:8]=[CH:9][CH:10]=2)[CH:5]=[CH:4][C:3]=1[C:12]([OH:21])([C:17]([F:20])([F:19])[F:18])[C:13]([F:16])([F:15])[F:14].[C:22](Cl)(=[O:27])[CH2:23][CH2:24][CH:25]=[CH2:26]. No catalyst specified. The product is [F:20][C:17]([F:18])([F:19])[C:12]([C:3]1[CH:4]=[CH:5][C:6]2[C:11](=[CH:10][CH:9]=[CH:8][CH:7]=2)[C:2]=1[NH:1][C:22](=[O:27])[CH2:23][CH2:24][CH:25]=[CH2:26])([OH:21])[C:13]([F:14])([F:15])[F:16]. The yield is 0.230. (2) The reactants are [F:1][C:2]1[C:10]([O:11]C)=[CH:9][CH:8]=[C:7]2[C:3]=1[CH:4]=[C:5]([CH3:13])[NH:6]2.B(Br)(Br)Br. The catalyst is C(Cl)Cl. The product is [F:1][C:2]1[C:10]([OH:11])=[CH:9][CH:8]=[C:7]2[C:3]=1[CH:4]=[C:5]([CH3:13])[NH:6]2. The yield is 0.700. (3) The reactants are [C:1]1(C)C=CC=C[CH:2]=1.[CH2:8]([O:15][C:16]1[CH:17]=[C:18]([CH2:30][C:31]#[N:32])[CH:19]=[CH:20][C:21]=1[O:22][CH2:23][C:24]1[CH:29]=[CH:28][CH:27]=[CH:26][CH:25]=1)[C:9]1[CH:14]=[CH:13][CH:12]=[CH:11][CH:10]=1.BrCCCl. The catalyst is [N+](CCCC)(CCCC)(CCCC)CCCC.[Br-].[OH-].[Na+].O. The product is [CH2:8]([O:15][C:16]1[CH:17]=[C:18]([C:30]2([C:31]#[N:32])[CH2:2][CH2:1]2)[CH:19]=[CH:20][C:21]=1[O:22][CH2:23][C:24]1[CH:29]=[CH:28][CH:27]=[CH:26][CH:25]=1)[C:9]1[CH:10]=[CH:11][CH:12]=[CH:13][CH:14]=1. The yield is 0.660. (4) The product is [Br:13][C:6]1[CH:5]=[C:4]2[C:9](=[CH:8][CH:7]=1)[N:1]([C:10](=[O:12])[CH3:11])[CH2:2][CH2:3]2. The catalyst is C(O)(=O)C. The yield is 0.960. The reactants are [N:1]1([C:10](=[O:12])[CH3:11])[C:9]2[C:4](=[CH:5][CH:6]=[CH:7][CH:8]=2)[CH2:3][CH2:2]1.[Br:13]Br. (5) The reactants are [NH2:1][C:2]1[CH:7]=[CH:6][CH:5]=[CH:4][C:3]=1[C:8]1[NH:9][C:10]2[C:15]([CH:16]=1)=[CH:14][CH:13]=[CH:12][CH:11]=2.[C:17](O)(=[O:26])[CH2:18][CH2:19][C:20]1[CH:25]=[CH:24][CH:23]=[CH:22][CH:21]=1. No catalyst specified. The product is [NH:9]1[C:10]2[C:15](=[CH:14][CH:13]=[CH:12][CH:11]=2)[CH:16]=[C:8]1[C:3]1[CH:4]=[CH:5][CH:6]=[CH:7][C:2]=1[NH:1][C:17](=[O:26])[CH2:18][CH2:19][C:20]1[CH:25]=[CH:24][CH:23]=[CH:22][CH:21]=1. The yield is 0.540.